Dataset: Catalyst prediction with 721,799 reactions and 888 catalyst types from USPTO. Task: Predict which catalyst facilitates the given reaction. Reactant: F[C:2]1[CH:9]=[C:8]([N:10]2[C:18]3[CH2:17][C:16]([CH3:20])([CH3:19])[CH2:15][C:14](=[O:21])[C:13]=3[C:12]([CH3:22])=[N:11]2)[CH:7]=[C:6]([F:23])[C:3]=1[C:4]#[N:5].[CH:24]1([NH2:29])[CH2:28][CH2:27][CH2:26][CH2:25]1.CCN(C(C)C)C(C)C. Product: [CH:24]1([NH:29][C:2]2[CH:9]=[C:8]([N:10]3[C:18]4[CH2:17][C:16]([CH3:20])([CH3:19])[CH2:15][C:14](=[O:21])[C:13]=4[C:12]([CH3:22])=[N:11]3)[CH:7]=[C:6]([F:23])[C:3]=2[C:4]#[N:5])[CH2:28][CH2:27][CH2:26][CH2:25]1. The catalyst class is: 197.